From a dataset of Orexin1 receptor HTS with 218,158 compounds and 233 confirmed actives. Binary Classification. Given a drug SMILES string, predict its activity (active/inactive) in a high-throughput screening assay against a specified biological target. (1) The compound is BrC1=C2C(C(=O)C(OC(=O)CC)(C1=O)C)=COC(=C2)c1ccc(OC)cc1. The result is 0 (inactive). (2) The molecule is S(Cc1oc(cc1)C(OC)=O)c1c(cccc1)C. The result is 0 (inactive). (3) The compound is S(CC(=O)Nc1c(N2CCCCC2)ccc(c1)C(F)(F)F)Cc1c(onc1C)C. The result is 0 (inactive). (4) The drug is O1CCn2c1nc(N(CC)CC)nc2=O. The result is 0 (inactive). (5) The molecule is S\1C(=S)N(CC(=O)N2CCN(CC2)CCc2ncccc2)C(=O)C1=C/c1ccc(F)cc1. The result is 0 (inactive).